Dataset: Catalyst prediction with 721,799 reactions and 888 catalyst types from USPTO. Task: Predict which catalyst facilitates the given reaction. (1) The catalyst class is: 4. Product: [CH3:1][CH:2]1[NH:3][CH2:4][CH2:5][N:6]([C:8]([O:10][C:11]([CH3:14])([CH3:13])[CH3:12])=[O:9])[CH2:7]1. Reactant: [CH3:1][CH:2]1[CH2:7][NH:6][CH2:5][CH2:4][NH:3]1.[C:8](O[C:8]([O:10][C:11]([CH3:14])([CH3:13])[CH3:12])=[O:9])([O:10][C:11]([CH3:14])([CH3:13])[CH3:12])=[O:9]. (2) Reactant: [Cl:1][C:2]1[CH:7]=[CH:6][C:5]([NH:8][C:9]([C:11]2[CH:15]=[CH:14][O:13][C:12]=2[CH3:16])=[O:10])=[CH:4][C:3]=1[CH2:17]O.P(Br)(Br)[Br:20].O. Product: [Br:20][CH2:17][C:3]1[CH:4]=[C:5]([NH:8][C:9]([C:11]2[CH:15]=[CH:14][O:13][C:12]=2[CH3:16])=[O:10])[CH:6]=[CH:7][C:2]=1[Cl:1]. The catalyst class is: 13. (3) The catalyst class is: 1. Reactant: [Li][CH2:2]CCC.[Cl:6][C:7]1[CH:12]=[CH:11][CH:10]=[C:9]([Cl:13])[N:8]=1.IC. Product: [Cl:6][C:7]1[CH:12]=[C:11]([CH3:2])[CH:10]=[C:9]([Cl:13])[N:8]=1.